Dataset: Catalyst prediction with 721,799 reactions and 888 catalyst types from USPTO. Task: Predict which catalyst facilitates the given reaction. (1) Product: [Cl:47][C:44]1[CH:45]=[CH:46][C:41]([CH:10]2[C@H:9]([O:8][CH2:1][C:2]3[CH:7]=[CH:6][CH:5]=[CH:4][CH:3]=3)[C@@H:14]([O:15][CH2:16][C:17]3[CH:18]=[CH:19][CH:20]=[CH:21][CH:22]=3)[C@H:13]([O:23][CH2:24][C:25]3[CH:26]=[CH:27][CH:28]=[CH:29][CH:30]=3)[C@@H:12]([CH2:31][O:32][CH2:33][C:34]3[CH:35]=[CH:36][CH:37]=[CH:38][CH:39]=3)[O:11]2)=[CH:42][C:43]=1[CH2:48][O:49][Si:50]([CH:57]([CH3:59])[CH3:58])([CH:51]([CH3:53])[CH3:52])[CH:54]([CH3:56])[CH3:55]. The catalyst class is: 4. Reactant: [CH2:1]([O:8][C@@H:9]1[C@@H:14]([O:15][CH2:16][C:17]2[CH:22]=[CH:21][CH:20]=[CH:19][CH:18]=2)[C@H:13]([O:23][CH2:24][C:25]2[CH:30]=[CH:29][CH:28]=[CH:27][CH:26]=2)[C@@H:12]([CH2:31][O:32][CH2:33][C:34]2[CH:39]=[CH:38][CH:37]=[CH:36][CH:35]=2)[O:11][C:10]1([C:41]1[CH:46]=[CH:45][C:44]([Cl:47])=[C:43]([CH2:48][O:49][Si:50]([CH:57]([CH3:59])[CH3:58])([CH:54]([CH3:56])[CH3:55])[CH:51]([CH3:53])[CH3:52])[CH:42]=1)O)[C:2]1[CH:7]=[CH:6][CH:5]=[CH:4][CH:3]=1.C([SiH](CC)CC)C.B(F)(F)F.CCOCC. (2) Reactant: [NH:1]1[C:9]2[C:4](=[CH:5][CH:6]=[CH:7][CH:8]=2)[C:3]([C:10]([OH:12])=O)=[CH:2]1.CCN=C=NCCCN(C)C.C1[CH:25]=[CH:26][C:27]2N(O)N=N[C:28]=2[CH:29]=1.[NH2:34][C:35]1[S:36][CH:37]=[CH:38][N:39]=1. Product: [S:36]1[CH:37]=[CH:38][N:39]=[C:35]1[NH:34][C:10]([C:3]1[C:4]2[C:9](=[CH:8][CH:7]=[CH:6][CH:5]=2)[N:1]([CH:25]2[CH2:26][CH2:27][CH2:28][CH2:29]2)[CH:2]=1)=[O:12]. The catalyst class is: 37. (3) Reactant: C(=O)([O-])[O-].[K+].[K+].[OH:7][C:8]1[CH:9]=[C:10]([CH2:14][C:15]([O:17][CH2:18][CH3:19])=[O:16])[CH:11]=[CH:12][CH:13]=1.Br[CH2:21][C:22]([O:24][C:25]([CH3:28])([CH3:27])[CH3:26])=[O:23]. Product: [C:25]([O:24][C:22](=[O:23])[CH2:21][O:7][C:8]1[CH:9]=[C:10]([CH2:14][C:15]([O:17][CH2:18][CH3:19])=[O:16])[CH:11]=[CH:12][CH:13]=1)([CH3:28])([CH3:27])[CH3:26]. The catalyst class is: 3. (4) Reactant: [NH2:1][C:2]1[CH:7]=[C:6]([C@H:8]2[CH2:13][CH2:12][CH2:11][CH2:10][C@@H:9]2[O:14][C:15]2[C:20]([F:21])=[CH:19][C:18]([S:22]([N:25](CC3C=CC(OC)=CC=3OC)[C:26]3[CH:31]=[CH:30][N:29]=[CH:28][N:27]=3)(=[O:24])=[O:23])=[C:17]([F:43])[CH:16]=2)[CH:5]=[CH:4][N:3]=1.C([SiH](CC)CC)C.FC(F)(F)C(O)=O. Product: [NH2:1][C:2]1[CH:7]=[C:6]([C@H:8]2[CH2:13][CH2:12][CH2:11][CH2:10][C@@H:9]2[O:14][C:15]2[C:20]([F:21])=[CH:19][C:18]([S:22]([NH:25][C:26]3[CH:31]=[CH:30][N:29]=[CH:28][N:27]=3)(=[O:23])=[O:24])=[C:17]([F:43])[CH:16]=2)[CH:5]=[CH:4][N:3]=1. The catalyst class is: 4. (5) Reactant: [Cl:1][C:2]1[C:3]([C:9]#[N:10])=[N:4][CH:5]=[C:6](Cl)[N:7]=1.[NH2:11][C@@H:12]1[CH2:17][CH2:16][CH2:15][CH2:14][C@@H:13]1[NH:18][C:19](=[O:25])[O:20][C:21]([CH3:24])([CH3:23])[CH3:22].CCN(C(C)C)C(C)C.O. Product: [Cl:1][C:2]1[N:7]=[C:6]([NH:11][C@@H:12]2[CH2:17][CH2:16][CH2:15][CH2:14][C@@H:13]2[NH:18][C:19](=[O:25])[O:20][C:21]([CH3:23])([CH3:22])[CH3:24])[CH:5]=[N:4][C:3]=1[C:9]#[N:10]. The catalyst class is: 37.